This data is from Forward reaction prediction with 1.9M reactions from USPTO patents (1976-2016). The task is: Predict the product of the given reaction. (1) Given the reactants Cl.[C:2]([C:6]1[CH:11]=[C:10]([S:12][CH:13]2[CH2:18][CH2:17][NH:16][CH2:15][CH2:14]2)[CH:9]=[C:8]([C:19]([CH3:22])([CH3:21])[CH3:20])[C:7]=1[OH:23])([CH3:5])([CH3:4])[CH3:3].C(N(CC)CC)C.[CH2:31]([O:33][C:34]([C:36]1[NH:37][C:38]([S:41](Cl)(=[O:43])=[O:42])=[N:39][CH:40]=1)=[O:35])[CH3:32], predict the reaction product. The product is: [CH2:31]([O:33][C:34]([C:36]1[NH:37][C:38]([S:41]([N:16]2[CH2:17][CH2:18][CH:13]([S:12][C:10]3[CH:9]=[C:8]([C:19]([CH3:22])([CH3:21])[CH3:20])[C:7]([OH:23])=[C:6]([C:2]([CH3:5])([CH3:4])[CH3:3])[CH:11]=3)[CH2:14][CH2:15]2)(=[O:42])=[O:43])=[N:39][CH:40]=1)=[O:35])[CH3:32]. (2) The product is: [CH3:7][O:8][C:9]1[CH:10]=[C:11]2[C:16](=[C:17]3[CH2:21][C:20]([CH3:23])([CH3:22])[O:19][C:18]=13)[C:15]([C:24]1[CH:25]=[C:26]([NH:30][C:34]([C:35]3[CH:36]=[N:37][CH:38]=[CH:39][CH:40]=3)=[O:41])[CH:27]=[CH:28][CH:29]=1)=[N:14][C:13]([CH3:32])([CH3:31])[CH2:12]2. Given the reactants C(=O)([O-])[O-].[Na+].[Na+].[CH3:7][O:8][C:9]1[CH:10]=[C:11]2[C:16](=[C:17]3[CH2:21][C:20]([CH3:23])([CH3:22])[O:19][C:18]=13)[C:15]([C:24]1[CH:25]=[C:26]([NH2:30])[CH:27]=[CH:28][CH:29]=1)=[N:14][C:13]([CH3:32])([CH3:31])[CH2:12]2.Cl.[C:34](Cl)(=[O:41])[C:35]1[CH:40]=[CH:39][CH:38]=[N:37][CH:36]=1, predict the reaction product. (3) Given the reactants [CH3:1][CH:2]1[CH2:7][C:6](=[O:8])[CH:5]=[C:4](B2OC(C)(C)C(C)(C)O2)[CH2:3]1.Cl[C:19]1[CH:24]=[CH:23][N:22]=[CH:21][C:20]=1[N+:25]([O-:27])=[O:26].C(Cl)Cl, predict the reaction product. The product is: [CH3:1][CH:2]1[CH2:7][C:6](=[O:8])[CH:5]=[C:4]([C:19]2[CH:24]=[CH:23][N:22]=[CH:21][C:20]=2[N+:25]([O-:27])=[O:26])[CH2:3]1.